The task is: Predict the product of the given reaction.. This data is from Forward reaction prediction with 1.9M reactions from USPTO patents (1976-2016). (1) Given the reactants [ClH:1].[C:2]([C:5]1[CH:10]=[CH:9][C:8]([NH:11][C:12](=[O:40])[C@H:13]([OH:39])[C@H:14]2[O:19][CH2:18][CH2:17][N:16]([C:20]3[CH:25]=[CH:24][C:23]([NH:26][C:27](=[O:37])[CH2:28][O:29]CC4C=CC=CC=4)=[CH:22][CH:21]=3)[C:15]2=[O:38])=[CH:7][CH:6]=1)(=[NH:4])[NH2:3], predict the reaction product. The product is: [ClH:1].[C:2]([C:5]1[CH:6]=[CH:7][C:8]([NH:11][C:12](=[O:40])[C@H:13]([OH:39])[C@H:14]2[O:19][CH2:18][CH2:17][N:16]([C:20]3[CH:25]=[CH:24][C:23]([NH:26][C:27](=[O:37])[CH2:28][OH:29])=[CH:22][CH:21]=3)[C:15]2=[O:38])=[CH:9][CH:10]=1)(=[NH:3])[NH2:4]. (2) Given the reactants [CH3:1][O:2][C:3](=[O:26])[CH2:4][C:5]1[CH:10]=[CH:9][CH:8]=[C:7]([O:11][C:12]2[CH:17]=[CH:16][C:15]([C:18]([F:21])([F:20])[F:19])=[CH:14][C:13]=2[CH2:22][NH:23][CH2:24][CH3:25])[CH:6]=1.[CH3:27][O:28][C:29]1[CH:34]=[CH:33][C:32]([S:35](Cl)(=[O:37])=[O:36])=[CH:31][CH:30]=1, predict the reaction product. The product is: [CH3:1][O:2][C:3](=[O:26])[CH2:4][C:5]1[CH:10]=[CH:9][CH:8]=[C:7]([O:11][C:12]2[CH:17]=[CH:16][C:15]([C:18]([F:20])([F:19])[F:21])=[CH:14][C:13]=2[CH2:22][N:23]([CH2:24][CH3:25])[S:35]([C:32]2[CH:31]=[CH:30][C:29]([O:28][CH3:27])=[CH:34][CH:33]=2)(=[O:37])=[O:36])[CH:6]=1.